This data is from Reaction yield outcomes from USPTO patents with 853,638 reactions. The task is: Predict the reaction yield, written as a fraction of the theoretical maximum amount of product (1.0 means a 100% yield; for example, 0.34 means a 34% yield). (1) The reactants are [Br:1][C:2]1[CH:3]=[C:4]([CH:7]=[C:8]([OH:11])[C:9]=1[OH:10])[CH:5]=[O:6].[F-].[K+].O=P12OP3(OP(OP(O3)(O1)=O)(=O)O2)=O.[CH2:28](Br)Br. The catalyst is CN(C=O)C. The product is [Br:1][C:2]1[CH:3]=[C:4]([CH:7]=[C:8]2[O:11][CH2:28][O:10][C:9]=12)[CH:5]=[O:6]. The yield is 0.760. (2) The product is [Cl:9][C:10]1[N:11]=[C:12]([N:4]([CH3:3])[S:5]([CH3:8])(=[O:7])=[O:6])[C:13]([F:17])=[C:14]([Cl:16])[N:15]=1. The catalyst is CN(C=O)C.C1COCC1. The reactants are [H-].[Na+].[CH3:3][NH:4][S:5]([CH3:8])(=[O:7])=[O:6].[Cl:9][C:10]1[N:15]=[C:14]([Cl:16])[C:13]([F:17])=[C:12](Cl)[N:11]=1. The yield is 0.640.